From a dataset of Forward reaction prediction with 1.9M reactions from USPTO patents (1976-2016). Predict the product of the given reaction. (1) Given the reactants [CH3:1][C:2]1[O:3][C:4]2[C:9]([C:10](=[O:12])[CH:11]=1)=[CH:8][CH:7]=[CH:6][C:5]=2[CH:13]=O.[CH3:15][C:16]([CH2:18][C:19]([C:21]([F:24])([F:23])[F:22])=[O:20])=O.[NH2:25]/[C:26](/[CH3:32])=[CH:27]\[C:28]([O:30][CH3:31])=[O:29].C(O)(=O)C, predict the reaction product. The product is: [CH3:32][C:26]1[NH:25][C:16]([CH3:15])=[C:18]([C:19](=[O:20])[C:21]([F:24])([F:23])[F:22])[CH:13]([C:5]2[CH:6]=[CH:7][CH:8]=[C:9]3[C:4]=2[O:3][C:2]([CH3:1])=[CH:11][C:10]3=[O:12])[C:27]=1[C:28]([O:30][CH3:31])=[O:29]. (2) Given the reactants C(O[C:5](=[O:7])C)(=O)C.C(O)=O.[Cl:11][C:12]1[CH:17]=[CH:16][C:15]([C:18]2[CH:22]=[CH:21][NH:20][N:19]=2)=[CH:14][C:13]=1[CH2:23][NH2:24], predict the reaction product. The product is: [Cl:11][C:12]1[CH:17]=[CH:16][C:15]([C:18]2[CH:22]=[CH:21][NH:20][N:19]=2)=[CH:14][C:13]=1[CH2:23][NH:24][CH:5]=[O:7]. (3) Given the reactants [Cl:1][C:2]1[CH:10]=[C:9]([C:11]2[N:12]=[N:13][N:14]([CH3:16])[N:15]=2)[CH:8]=[CH:7][C:3]=1[C:4](O)=[O:5].S(Cl)([Cl:19])=O.CN1CCCC1=O, predict the reaction product. The product is: [Cl:1][C:2]1[CH:10]=[C:9]([C:11]2[N:12]=[N:13][N:14]([CH3:16])[N:15]=2)[CH:8]=[CH:7][C:3]=1[C:4]([Cl:19])=[O:5]. (4) The product is: [CH:1]1([C:4]2[C:9]([O:10][C:11]([F:14])([F:13])[CH3:12])=[CH:8][C:7]([B:15]3[O:19][C:18]([CH3:21])([CH3:20])[C:17]([CH3:23])([CH3:22])[O:16]3)=[CH:6][N:5]=2)[CH2:2][CH2:3]1. Given the reactants [CH:1]1([C:4]2[C:9]([O:10][C:11]([F:14])([F:13])[CH3:12])=[CH:8][CH:7]=[CH:6][N:5]=2)[CH2:3][CH2:2]1.[B:15]1([B:15]2[O:19][C:18]([CH3:21])([CH3:20])[C:17]([CH3:23])([CH3:22])[O:16]2)[O:19][C:18]([CH3:21])([CH3:20])[C:17]([CH3:23])([CH3:22])[O:16]1, predict the reaction product. (5) Given the reactants [Cl:1][C:2]1[CH:7]=[CH:6][CH:5]=[CH:4][C:3]=1[S:8]([C@H:11]1[CH2:15][N:14]([C:16]([C:18]2([C:21]3[C:26]([F:27])=[CH:25][C:24]([Cl:28])=[CH:23][N:22]=3)[CH2:20][CH2:19]2)=[O:17])[C@H:13]([C:29](O)=[O:30])[CH2:12]1)(=[O:10])=[O:9].[CH2:32]([NH:39][C:40](=[O:48])[C:41](=[O:47])[C@@H:42]([NH2:46])[CH2:43][CH2:44][CH3:45])[C:33]1[CH:38]=[CH:37][CH:36]=[CH:35][CH:34]=1, predict the reaction product. The product is: [CH2:32]([NH:39][C:40](=[O:48])[C:41](=[O:47])[C@@H:42]([NH:46][C:29]([C@@H:13]1[CH2:12][C@@H:11]([S:8]([C:3]2[CH:4]=[CH:5][CH:6]=[CH:7][C:2]=2[Cl:1])(=[O:10])=[O:9])[CH2:15][N:14]1[C:16]([C:18]1([C:21]2[C:26]([F:27])=[CH:25][C:24]([Cl:28])=[CH:23][N:22]=2)[CH2:19][CH2:20]1)=[O:17])=[O:30])[CH2:43][CH2:44][CH3:45])[C:33]1[CH:38]=[CH:37][CH:36]=[CH:35][CH:34]=1. (6) Given the reactants [Cl:1][C:2]1[N:10]=[CH:9][N:8]=[C:7]2[C:3]=1[N:4]=[CH:5][N:6]2[C@H:11]1[C@H:15]([OH:16])[C@H:14]([OH:17])[C@@H:13]([CH2:18][OH:19])[O:12]1.CO[C:22](OC)([CH3:24])[CH3:23].O.C1(C)C=CC(S(O)(=O)=O)=CC=1.C(=O)(O)[O-].[Na+], predict the reaction product. The product is: [Cl:1][C:2]1[N:10]=[CH:9][N:8]=[C:7]2[C:3]=1[N:4]=[CH:5][N:6]2[C@H:11]1[C@@H:15]2[O:16][C:22]([CH3:24])([CH3:23])[O:17][C@@H:14]2[C@@H:13]([CH2:18][OH:19])[O:12]1. (7) Given the reactants Cl[C:2]1[C:3]2[O:10][C:9]3[CH:11]=[CH:12][C:13]([Cl:15])=[CH:14][C:8]=3[C:4]=2[N:5]=[CH:6][N:7]=1.I[CH:17]1[CH2:21][CH2:20][N:19]([C:22]([O:24][C:25]([CH3:28])([CH3:27])[CH3:26])=[O:23])[CH2:18]1, predict the reaction product. The product is: [Cl:15][C:13]1[CH:12]=[CH:11][C:9]2[O:10][C:3]3[C:2]([CH:21]4[CH2:17][CH2:18][N:19]([C:22]([O:24][C:25]([CH3:28])([CH3:27])[CH3:26])=[O:23])[CH2:20]4)=[N:7][CH:6]=[N:5][C:4]=3[C:8]=2[CH:14]=1. (8) Given the reactants [NH:1]1[C:9]2[C:4](=[CH:5][CH:6]=[CH:7][CH:8]=2)[C:3]([C:10]([CH3:14])([CH3:13])[C:11]#[N:12])=[CH:2]1.[H-].[Al+3].[Li+].[H-].[H-].[H-], predict the reaction product. The product is: [NH:1]1[C:9]2[C:4](=[CH:5][CH:6]=[CH:7][CH:8]=2)[C:3]([C:10]([CH3:14])([CH3:13])[CH2:11][NH2:12])=[CH:2]1. (9) Given the reactants [C:1]([O:5][C:6]([N:8]1[CH2:13][C@@H:12]2[CH2:14][C@H:9]1[CH2:10][N:11]2[C:15]([C@@:17]1([C:37]2([OH:41])[CH2:40][CH2:39][CH2:38]2)[CH2:21][CH2:20][C@@H:19]([N:22](C(=O)C(F)(F)F)[C@@H:23]2[C@H:28]([O:29][CH3:30])[CH2:27][O:26][CH2:25][CH2:24]2)[CH2:18]1)=[O:16])=[O:7])([CH3:4])([CH3:3])[CH3:2].[BH4-].[Na+], predict the reaction product. The product is: [C:1]([O:5][C:6]([N:8]1[CH2:13][C@@H:12]2[CH2:14][C@H:9]1[CH2:10][N:11]2[C:15]([C@@:17]1([C:37]2([OH:41])[CH2:40][CH2:39][CH2:38]2)[CH2:21][CH2:20][C@@H:19]([NH:22][C@@H:23]2[C@H:28]([O:29][CH3:30])[CH2:27][O:26][CH2:25][CH2:24]2)[CH2:18]1)=[O:16])=[O:7])([CH3:4])([CH3:2])[CH3:3]. (10) Given the reactants C[O:2][C:3]([CH:5]1[CH2:9][C:8](=[O:10])[N:7]([C:11]2[CH:16]=[CH:15][C:14]([O:17][CH2:18][C:19]3[CH:24]=[CH:23][C:22]([F:25])=[C:21]([F:26])[CH:20]=3)=[CH:13][CH:12]=2)[CH2:6]1)=O.[BH4-].[Na+].O, predict the reaction product. The product is: [F:26][C:21]1[CH:20]=[C:19]([CH:24]=[CH:23][C:22]=1[F:25])[CH2:18][O:17][C:14]1[CH:15]=[CH:16][C:11]([N:7]2[CH2:6][CH:5]([CH2:3][OH:2])[CH2:9][C:8]2=[O:10])=[CH:12][CH:13]=1.